This data is from Catalyst prediction with 721,799 reactions and 888 catalyst types from USPTO. The task is: Predict which catalyst facilitates the given reaction. (1) Product: [Br:8][C:5]1[CH:6]=[CH:7][C:2]2[N:3]([CH:10]=[C:11]([C:13]3[CH:18]=[CH:17][C:16]([F:19])=[C:15]([Cl:20])[CH:14]=3)[N:1]=2)[CH:4]=1. Reactant: [NH2:1][C:2]1[CH:7]=[CH:6][C:5]([Br:8])=[CH:4][N:3]=1.Br[CH2:10][C:11]([C:13]1[CH:18]=[CH:17][C:16]([F:19])=[C:15]([Cl:20])[CH:14]=1)=O.[OH-].[Na+]. The catalyst class is: 8. (2) Reactant: [CH3:1][C:2]([S:28]([CH3:31])(=[O:30])=[O:29])([CH2:13][CH2:14][C:15]1[CH:20]=[CH:19][C:18]([C:21]2[CH:26]=[CH:25][CH:24]=[CH:23][CH:22]=2)=[CH:17][C:16]=1[CH3:27])[C:3]([NH:5][O:6]C1CCCCO1)=[O:4].Cl.O1CCOCC1.CO. Product: [OH:6][NH:5][C:3](=[O:4])[C:2]([CH3:1])([S:28]([CH3:31])(=[O:29])=[O:30])[CH2:13][CH2:14][C:15]1[CH:20]=[CH:19][C:18]([C:21]2[CH:26]=[CH:25][CH:24]=[CH:23][CH:22]=2)=[CH:17][C:16]=1[CH3:27]. The catalyst class is: 4. (3) Reactant: [CH3:1][O:2][C:3]1[CH:4]=[C:5]2[C:10](=[C:11]3[CH2:15][C:14]([CH3:17])([CH3:16])[O:13][C:12]=13)[C:9]([C:18]1[CH:23]=[CH:22][C:21]([NH2:24])=[CH:20][CH:19]=1)=[N:8][C:7]([CH3:26])([CH3:25])[CH2:6]2.[CH3:27][S:28](Cl)(=[O:30])=[O:29].O. Product: [CH3:1][O:2][C:3]1[CH:4]=[C:5]2[C:10](=[C:11]3[CH2:15][C:14]([CH3:17])([CH3:16])[O:13][C:12]=13)[C:9]([C:18]1[CH:19]=[CH:20][C:21]([NH:24][S:28]([CH3:27])(=[O:30])=[O:29])=[CH:22][CH:23]=1)=[N:8][C:7]([CH3:26])([CH3:25])[CH2:6]2. The catalyst class is: 17. (4) Reactant: [C:1]([O:8][CH2:9][CH3:10])(=[O:7])[CH2:2][CH2:3]C(C)=O.[CH:11]1[CH:16]=[CH:15][CH:14]=[CH:13][CH:12]=1.C([Mg]Br)CCCCC. Product: [CH3:10][C:9]1([CH2:11][CH2:16][CH2:15][CH2:14][CH2:13][CH3:12])[O:8][C:1](=[O:7])[CH2:2][CH2:3]1. The catalyst class is: 1.